From a dataset of NCI-60 drug combinations with 297,098 pairs across 59 cell lines. Regression. Given two drug SMILES strings and cell line genomic features, predict the synergy score measuring deviation from expected non-interaction effect. Drug 1: C1CC(C1)(C(=O)O)C(=O)O.[NH2-].[NH2-].[Pt+2]. Drug 2: CC1=C(C=C(C=C1)NC(=O)C2=CC=C(C=C2)CN3CCN(CC3)C)NC4=NC=CC(=N4)C5=CN=CC=C5. Cell line: MALME-3M. Synergy scores: CSS=7.80, Synergy_ZIP=-2.30, Synergy_Bliss=-3.28, Synergy_Loewe=-3.59, Synergy_HSA=-0.847.